This data is from Reaction yield outcomes from USPTO patents with 853,638 reactions. The task is: Predict the reaction yield, written as a fraction of the theoretical maximum amount of product (1.0 means a 100% yield; for example, 0.34 means a 34% yield). (1) The catalyst is N1C=CC=CC=1. The reactants are [NH2:1][C:2]1[CH:7]=[C:6]([C:8]2[CH:9]=[N:10][C:11]([O:14][CH3:15])=[CH:12][CH:13]=2)[CH:5]=[CH:4][C:3]=1[C:16]([NH:18][C@H:19]([C:27]([O:29][CH3:30])=[O:28])[C@@H:20]([CH3:26])[O:21][C:22]([CH3:25])([CH3:24])[CH3:23])=[O:17].[N:31]([C:34]1[C:39]([CH3:40])=[CH:38][C:37]([CH2:41][O:42][CH3:43])=[CH:36][C:35]=1[CH3:44])=[C:32]=[O:33]. The product is [CH3:23][C:22]([O:21][C@H:20]([CH3:26])[C@@H:19]([C:27]([O:29][CH3:30])=[O:28])[NH:18][C:16]([C:3]1[CH:4]=[CH:5][C:6]([C:8]2[CH:9]=[N:10][C:11]([O:14][CH3:15])=[CH:12][CH:13]=2)=[CH:7][C:2]=1[NH:1][C:32]([NH:31][C:34]1[C:39]([CH3:40])=[CH:38][C:37]([CH2:41][O:42][CH3:43])=[CH:36][C:35]=1[CH3:44])=[O:33])=[O:17])([CH3:24])[CH3:25]. The yield is 0.890. (2) The product is [Cl:1][C:2]1[N:9]=[C:8]([F:12])[C:7]([F:11])=[CH:6][C:3]=1[C:4]#[N:5]. The catalyst is CS(C)=O. The reactants are [Cl:1][C:2]1[N:9]=[C:8](Cl)[C:7]([F:11])=[CH:6][C:3]=1[C:4]#[N:5].[F-:12].[K+]. The yield is 0.650.